Dataset: Reaction yield outcomes from USPTO patents with 853,638 reactions. Task: Predict the reaction yield, written as a fraction of the theoretical maximum amount of product (1.0 means a 100% yield; for example, 0.34 means a 34% yield). The reactants are FC(F)(F)S(O[C:7]1[C:8]([CH3:32])([CH3:31])[O:9][C:10](=[O:30])[C:11]=1[C:12]1[CH:17]=[CH:16][C:15]([O:18][CH2:19][C:20]2[CH:29]=[CH:28][C:27]3[C:22](=[CH:23][CH:24]=[CH:25][CH:26]=3)[N:21]=2)=[CH:14][CH:13]=1)(=O)=O.[CH3:35][O:36][C:37]1[CH:42]=[CH:41][C:40](B(O)O)=[CH:39][CH:38]=1.C([O-])([O-])=O.[Na+].[Na+]. The catalyst is O1CCOCC1.O.C1C=CC([P]([Pd]([P](C2C=CC=CC=2)(C2C=CC=CC=2)C2C=CC=CC=2)([P](C2C=CC=CC=2)(C2C=CC=CC=2)C2C=CC=CC=2)[P](C2C=CC=CC=2)(C2C=CC=CC=2)C2C=CC=CC=2)(C2C=CC=CC=2)C2C=CC=CC=2)=CC=1. The product is [CH3:35][O:36][C:37]1[CH:42]=[CH:41][C:40]([C:7]2[C:8]([CH3:31])([CH3:32])[O:9][C:10](=[O:30])[C:11]=2[C:12]2[CH:13]=[CH:14][C:15]([O:18][CH2:19][C:20]3[CH:29]=[CH:28][C:27]4[C:22](=[CH:23][CH:24]=[CH:25][CH:26]=4)[N:21]=3)=[CH:16][CH:17]=2)=[CH:39][CH:38]=1. The yield is 0.180.